Dataset: M1 muscarinic receptor agonist screen with 61,833 compounds. Task: Binary Classification. Given a drug SMILES string, predict its activity (active/inactive) in a high-throughput screening assay against a specified biological target. (1) The compound is Clc1cc2c(C(=O)N3CCC4(OCCO4)CC3)cc(nc2cc1)c1cccnc1. The result is 1 (active). (2) The drug is o1c2c(nc1c1ccncc1)cc(NC(=O)CCCCC)cc2. The result is 0 (inactive). (3) The drug is S1(=O)(=O)CC2C(N(C(=O)C2)c2ccc(Oc3ccccc3)cc2)C1. The result is 0 (inactive). (4) The drug is S(=O)(=O)(N(CC)CC)c1ccc(C(OC2C(CCCC2)CN(C)C)=O)cc1. The result is 0 (inactive). (5) The compound is O1C(CCC1)CNc1n2c(nc1c1cc(OCC)c(O)cc1)cc(cc2)C. The result is 1 (active).